This data is from Full USPTO retrosynthesis dataset with 1.9M reactions from patents (1976-2016). The task is: Predict the reactants needed to synthesize the given product. Given the product [NH2:28][C:27]1[C:16]([Cl:15])=[C:17]([C:18]([C:40]2[C:33]3[C:32]([NH2:31])=[N:37][CH:36]=[N:35][C:34]=3[N:38]([CH:51]([CH3:53])[CH3:52])[CH:39]=2)=[O:19])[CH:24]=[CH:25][CH:26]=1, predict the reactants needed to synthesize it. The reactants are: BrC1C2C(Cl)=NC=NC=2N(C(C)C)C=1.[Cl:15][C:16]1[C:27]([N+:28]([O-])=O)=[CH:26][CH:25]=[CH:24][C:17]=1[C:18](N(OC)C)=[O:19].[NH2:31][C:32]1[C:33]2[C:40](C(C3C=CC=C(N)C=3C)=O)=[CH:39][N:38]([CH:51]([CH3:53])[CH3:52])[C:34]=2[N:35]=[CH:36][N:37]=1.